This data is from Peptide-MHC class I binding affinity with 185,985 pairs from IEDB/IMGT. The task is: Regression. Given a peptide amino acid sequence and an MHC pseudo amino acid sequence, predict their binding affinity value. This is MHC class I binding data. (1) The MHC is H-2-Ld with pseudo-sequence H-2-Ld. The binding affinity (normalized) is 0.785. The peptide sequence is YPMDNVINF. (2) The peptide sequence is APDGFYPFK. The MHC is HLA-A26:01 with pseudo-sequence HLA-A26:01. The binding affinity (normalized) is 0.0847. (3) The MHC is HLA-A02:01 with pseudo-sequence HLA-A02:01. The binding affinity (normalized) is 0.275. The peptide sequence is NIPELKHGLL. (4) The peptide sequence is KLLKSWVSK. The MHC is HLA-B46:01 with pseudo-sequence HLA-B46:01. The binding affinity (normalized) is 0.0847. (5) The peptide sequence is MLVGHMPFM. The binding affinity (normalized) is 0.0847. The MHC is HLA-B51:01 with pseudo-sequence HLA-B51:01. (6) The peptide sequence is KRASGDPYF. The MHC is HLA-B35:01 with pseudo-sequence HLA-B35:01. The binding affinity (normalized) is 0.0847. (7) The peptide sequence is LLDAHIPQLVA. The MHC is HLA-A02:03 with pseudo-sequence HLA-A02:03. The binding affinity (normalized) is 0.758. (8) The peptide sequence is AGIDNYNKF. The MHC is HLA-A01:01 with pseudo-sequence HLA-A01:01. The binding affinity (normalized) is 0.